From a dataset of Forward reaction prediction with 1.9M reactions from USPTO patents (1976-2016). Predict the product of the given reaction. (1) Given the reactants [C:1]([O:5][C:6]([N:8]1[CH2:12][CH2:11][C@H:10]([O:13][Si:14]([C:17]([CH3:20])([CH3:19])[CH3:18])([CH3:16])[CH3:15])[C@@:9]1(C)[C:21]([O-])=[O:22])=[O:7])([CH3:4])([CH3:3])[CH3:2].[BH4-].[Li+].C(OCC)(=O)C, predict the reaction product. The product is: [C:1]([O:5][C:6]([N:8]1[CH2:12][CH2:11][C@H:10]([O:13][Si:14]([C:17]([CH3:20])([CH3:19])[CH3:18])([CH3:16])[CH3:15])[C@H:9]1[CH2:21][OH:22])=[O:7])([CH3:4])([CH3:3])[CH3:2]. (2) Given the reactants [Cl:1][C:2]1[CH:8]=[C:7]([Cl:9])[CH:6]=[CH:5][C:3]=1[NH2:4].Br[CH:11]([CH3:13])[CH3:12], predict the reaction product. The product is: [Cl:1][C:2]1[CH:8]=[C:7]([Cl:9])[CH:6]=[CH:5][C:3]=1[NH:4][CH:11]([CH3:13])[CH3:12]. (3) Given the reactants [Cl:1][C:2]1[CH:7]=[CH:6][C:5]([C:8]2[C:9]([O:24][CH2:25][CH:26]3[CH2:28][CH2:27]3)=[N:10][CH:11]=[C:12]([CH:23]=2)[C:13]([NH:15][C@H:16]2[CH2:21][CH2:20][CH2:19][CH2:18][C:17]2=O)=[O:14])=[CH:4][CH:3]=1.Cl.[CH3:30][O:31][NH2:32], predict the reaction product. The product is: [Cl:1][C:2]1[CH:3]=[CH:4][C:5]([C:8]2[C:9]([O:24][CH2:25][CH:26]3[CH2:27][CH2:28]3)=[N:10][CH:11]=[C:12]([CH:23]=2)[C:13]([NH:15][C@H:16]2[CH2:21][CH2:20][CH2:19][CH2:18]/[C:17]/2=[N:32]\[O:31][CH3:30])=[O:14])=[CH:6][CH:7]=1.